This data is from Forward reaction prediction with 1.9M reactions from USPTO patents (1976-2016). The task is: Predict the product of the given reaction. (1) Given the reactants CCC(C)[BH-](C(C)CC)C(C)CC.[Li+].C[C:16]1[CH:25]=[C:24](C)[CH:23]=[C:22]2[C:17]=1[CH2:18][C:19](=[O:57])[CH:20]([C:27]1[CH:32]=[C:31](OCC3C=CC=CC=3)[C:30](OCC3C=CC=CC=3)=[C:29](OCC3C=CC=CC=3)[CH:28]=1)[O:21]2.O1C2C(=CC=CC=2)CC(O)C1C1C=CC=CC=1, predict the reaction product. The product is: [O:21]1[C:22]2[C:17](=[CH:16][CH:25]=[CH:24][CH:23]=2)[CH2:18][C@H:19]([OH:57])[C@@H:20]1[C:27]1[CH:32]=[CH:31][CH:30]=[CH:29][CH:28]=1. (2) Given the reactants [NH2:1][C:2]1([C:16]2[CH:21]=[CH:20][CH:19]=[CH:18][C:17]=2[F:22])[CH:6]([CH2:7][OH:8])[CH2:5][N:4]([C:9]([O:11][C:12]([CH3:15])([CH3:14])[CH3:13])=[O:10])[CH2:3]1.[C:23]([N:31]=[C:32]=[S:33])(=[O:30])[C:24]1[CH:29]=[CH:28][CH:27]=[CH:26][CH:25]=1, predict the reaction product. The product is: [C:23]([NH:31][C:32]([NH:1][C:2]1([C:16]2[CH:21]=[CH:20][CH:19]=[CH:18][C:17]=2[F:22])[CH:6]([CH2:7][OH:8])[CH2:5][N:4]([C:9]([O:11][C:12]([CH3:15])([CH3:14])[CH3:13])=[O:10])[CH2:3]1)=[S:33])(=[O:30])[C:24]1[CH:29]=[CH:28][CH:27]=[CH:26][CH:25]=1. (3) Given the reactants [F:1][C:2]1[C:3]([F:13])=[C:4]([F:12])[C:5]2[S:9][C:8]([NH2:10])=[N:7][C:6]=2[CH:11]=1.[F:14][C:15]1[CH:16]=[C:17]([CH:21]=[CH:22][C:23]=1[F:24])[C:18](Cl)=[O:19].Br[CH:26]([CH2:31][CH3:32])[C:27]([O:29]C)=[O:28].COC1C=CC2N=C(N)SC=2C=1.ClC1C=C(C=CC=1)C(Cl)=O.BrCC(OCC)=O, predict the reaction product. The product is: [F:14][C:15]1[CH:16]=[C:17]([CH:21]=[CH:22][C:23]=1[F:24])[C:18]([N:10]=[C:8]1[N:7]([CH:26]([CH2:31][CH3:32])[C:27]([OH:29])=[O:28])[C:6]2[CH:11]=[C:2]([F:1])[C:3]([F:13])=[C:4]([F:12])[C:5]=2[S:9]1)=[O:19]. (4) Given the reactants [CH3:1][O:2][C:3]1[CH:12]=[C:11]([CH3:13])[C:10]2[NH:9][C:8](=[O:14])[C:7]3[S:15][CH:16]=[CH:17][C:6]=3[C:5]=2[C:4]=1[C:18]1[CH:23]=[CH:22][C:21]([C@@H:24]([CH2:34][CH3:35])[CH2:25][NH:26]C(=O)OC(C)(C)C)=[CH:20][CH:19]=1.Cl, predict the reaction product. The product is: [NH2:26][CH2:25][C@@H:24]([C:21]1[CH:20]=[CH:19][C:18]([C:4]2[C:5]3[C:6]4[CH:17]=[CH:16][S:15][C:7]=4[C:8](=[O:14])[NH:9][C:10]=3[C:11]([CH3:13])=[CH:12][C:3]=2[O:2][CH3:1])=[CH:23][CH:22]=1)[CH2:34][CH3:35]. (5) Given the reactants CN(C=O)C.[CH2:6]([C:16]1[CH:17]=[C:18]2[C:23](=[CH:24][CH:25]=1)[CH:22]=[C:21](OS(C(F)(F)F)(=O)=O)[C:20]([S:34][CH3:35])=[CH:19]2)[CH2:7][CH2:8][CH2:9][CH2:10]CCCCC, predict the reaction product. The product is: [CH2:25]([C:24]1[CH:23]=[C:22]2[C:6](=[CH:7][CH:8]=1)[CH:16]=[C:19](/[CH:18]=[CH:17]/[C:21]1[C:20]([S:34][CH3:35])=[CH:19][C:18]3[C:23](=[CH:24][CH:25]=[C:16]([CH2:6][CH2:7][CH2:8][CH2:9][CH2:10][CH2:17][CH2:18][CH2:19][CH2:20][CH3:21])[CH:17]=3)[CH:22]=1)[C:20]([S:34][CH3:35])=[CH:21]2)[CH2:16][CH2:6][CH2:7][CH2:8][CH2:9][CH2:10][CH2:24][CH2:23][CH3:22].